Dataset: Forward reaction prediction with 1.9M reactions from USPTO patents (1976-2016). Task: Predict the product of the given reaction. (1) The product is: [CH2:1]([O:8][C:9](=[O:10])[NH:18][C:16]1[S:17][C:13]([Br:12])=[CH:14][N:15]=1)[C:2]1[CH:7]=[CH:6][CH:5]=[CH:4][CH:3]=1. Given the reactants [CH2:1]([O:8][C:9](Cl)=[O:10])[C:2]1[CH:7]=[CH:6][CH:5]=[CH:4][CH:3]=1.[Br:12][C:13]1[S:17][C:16]([N:18]2C[C@H](CO)OC2=O)=[N:15][CH:14]=1.Br.NC1SC(Br)=CN=1.N1C=CC=CC=1, predict the reaction product. (2) The product is: [NH:6]1[C:7]2[C:12](=[CH:11][CH:10]=[CH:9][CH:8]=2)[C:4]([CH2:3][CH2:2][NH:1][S:30]([CH:25]2[CH2:29][CH2:28][CH2:27][CH2:26]2)(=[O:32])=[O:31])=[CH:5]1. Given the reactants [NH2:1][CH2:2][CH2:3][C:4]1[C:12]2[C:7](=[CH:8][CH:9]=[CH:10][CH:11]=2)[NH:6][CH:5]=1.C1COCC1.C(N(CC)CC)C.[CH:25]1([S:30](Cl)(=[O:32])=[O:31])[CH2:29][CH2:28][CH2:27][CH2:26]1, predict the reaction product. (3) Given the reactants Cl[C:2]1[CH:11]=[CH:10][C:9]2[C:4](=[CH:5][CH:6]=[C:7]([C:12]([O:14]C)=[O:13])[CH:8]=2)[N:3]=1.C1C[O:19]CC1, predict the reaction product. The product is: [O:19]=[C:2]1[CH:11]=[CH:10][CH:9]2[CH:4]([CH:5]=[CH:6][C:7]([C:12]([OH:14])=[O:13])=[CH:8]2)[NH:3]1. (4) Given the reactants [CH2:1]([O:8][C:9]([N:11]1[CH2:16][CH2:15][C:14]([S:20]([C:23]2[CH:28]=[CH:27][C:26]([O:29][C:30]3[CH:35]=[CH:34][CH:33]=[CH:32][CH:31]=3)=[CH:25][CH:24]=2)(=[O:22])=[O:21])([C:17](O)=[O:18])[CH2:13][CH2:12]1)=[O:10])[C:2]1[CH:7]=[CH:6][CH:5]=[CH:4][CH:3]=1.[CH2:36](Cl)[CH2:37]Cl.C1C=CC2[N:48]([OH:49])N=NC=2C=1.C(N([CH2:55][CH3:56])CC)C.CN([CH:60]=[O:61])C, predict the reaction product. The product is: [O:29]([C:26]1[CH:25]=[CH:24][C:23]([S:20]([C:14]2([C:17](=[O:18])[NH:48][O:49][CH:37]3[CH2:36][CH2:56][CH2:55][CH2:60][O:61]3)[CH2:13][CH2:12][N:11]([C:9]([O:8][CH2:1][C:2]3[CH:7]=[CH:6][CH:5]=[CH:4][CH:3]=3)=[O:10])[CH2:16][CH2:15]2)(=[O:22])=[O:21])=[CH:28][CH:27]=1)[C:30]1[CH:35]=[CH:34][CH:33]=[CH:32][CH:31]=1. (5) Given the reactants [Cl:1][C:2]1[C:10]([C:11]#[N:12])=[CH:9][CH:8]=[C:7]2[C:3]=1[CH:4]=[C:5]([C:18](OCC)=[O:19])[N:6]2[CH2:13][C:14]([F:17])([F:16])[F:15].[Li+].[BH4-].CO.C(Cl)Cl, predict the reaction product. The product is: [Cl:1][C:2]1[C:10]([C:11]#[N:12])=[CH:9][CH:8]=[C:7]2[C:3]=1[CH:4]=[C:5]([CH2:18][OH:19])[N:6]2[CH2:13][C:14]([F:16])([F:17])[F:15].[OH:19][CH2:18][C:5]1[N:6]([CH2:13][C:14]([F:17])([F:15])[F:16])[C:7]2[C:3]([CH:4]=1)=[CH:2][C:10]([C:11]#[N:12])=[CH:9][CH:8]=2. (6) Given the reactants C[O:2][C:3](=O)[C:4]1[CH:9]=[CH:8][CH:7]=[N:6][C:5]=1[NH:10][C:11]([NH:13][C:14]1[CH:15]=[CH:16][CH:17]=[C:18]2[C:22]=1[CH:21]1[CH2:23][CH2:24][CH2:25][CH2:26][N:20]1[C:19]2=[O:27])=[O:12], predict the reaction product. The product is: [O:27]=[C:19]1[C:18]2[C:22](=[C:14]([N:13]3[C:3](=[O:2])[C:4]4[CH:9]=[CH:8][CH:7]=[N:6][C:5]=4[NH:10][C:11]3=[O:12])[CH:15]=[CH:16][CH:17]=2)[CH:21]2[CH2:23][CH2:24][CH2:25][CH2:26][N:20]12. (7) Given the reactants Cl[C:2]1[N:7]=[C:6]([CH:8]=[CH2:9])[CH:5]=[CH:4][N:3]=1.[NH2:10][C:11]1[CH:12]=[C:13]([C:18]2[S:22][C:21]([N:23]3[CH2:29][CH2:28][CH2:27][NH:26][C:25](=[O:30])[CH2:24]3)=[N:20][CH:19]=2)[CH:14]=[C:15]([CH3:17])[CH:16]=1.C(=O)([O-])[O-].[K+].[K+].CC(C1C=C(C(C)C)C(C2C=CC=CC=2P(C2CCCCC2)C2CCCCC2)=C(C(C)C)C=1)C, predict the reaction product. The product is: [CH:8]([C:6]1[CH:5]=[CH:4][N:3]=[C:2]([NH:10][C:11]2[CH:12]=[C:13]([C:18]3[S:22][C:21]([N:23]4[CH2:29][CH2:28][CH2:27][NH:26][C:25](=[O:30])[CH2:24]4)=[N:20][CH:19]=3)[CH:14]=[C:15]([CH3:17])[CH:16]=2)[N:7]=1)=[CH2:9].